This data is from Full USPTO retrosynthesis dataset with 1.9M reactions from patents (1976-2016). The task is: Predict the reactants needed to synthesize the given product. (1) Given the product [CH3:9][O:10][C:11]1[N:12]=[N+:13]([O-:21])[C:14]([CH3:20])=[CH:15][C:16]=1[O:4][CH2:3][C:2]([F:6])([F:5])[F:1], predict the reactants needed to synthesize it. The reactants are: [F:1][C:2]([F:6])([F:5])[CH2:3][OH:4].[H-].[Na+].[CH3:9][O:10][C:11]1[N:12]=[N+:13]([O-:21])[C:14]([CH3:20])=[CH:15][C:16]=1[N+]([O-])=O.O. (2) Given the product [Cl:25][C:16]1[CH:15]=[C:14]([C:12]2[O:13][C:9]3[CH2:8][CH:7]([O:6][CH2:5][CH:4]([NH:1][C:47](=[O:48])[CH3:42])[CH3:28])[CH2:27][CH2:26][C:10]=3[N:11]=2)[CH:19]=[CH:18][C:17]=1[O:20][CH2:21][CH:22]1[CH2:24][CH2:23]1, predict the reactants needed to synthesize it. The reactants are: [N:1]([CH:4]([CH3:28])[CH2:5][O:6][CH:7]1[CH2:27][CH2:26][C:10]2[N:11]=[C:12]([C:14]3[CH:19]=[CH:18][C:17]([O:20][CH2:21][CH:22]4[CH2:24][CH2:23]4)=[C:16]([Cl:25])[CH:15]=3)[O:13][C:9]=2[CH2:8]1)=[N+]=[N-].C1(P([C:42]2[CH:47]=CC=CC=2)C2C=CC=CC=2)C=CC=CC=1.[OH2:48]. (3) The reactants are: [N:1]1[CH:6]=[CH:5][C:4]([C:7]2[CH:16]=[CH:15][C:14]3[C:9](=[C:10]([C:17]([OH:19])=O)[CH:11]=[CH:12][CH:13]=3)[N:8]=2)=[CH:3][CH:2]=1.C1N=CN(C(N2C=NC=C2)=O)C=1.[O-:32][N+:33]1[C:38]2[CH:39]=[CH:40][CH:41]=[CH:42][C:37]=2[N+:36]([O-:43])=[C:35]([NH:44][CH2:45][CH2:46][CH2:47][N:48]([CH3:59])[CH2:49][CH2:50][CH2:51][NH:52]C(=O)C(F)(F)F)[N:34]=1. Given the product [O-:32][N+:33]1[C:38]2[CH:39]=[CH:40][CH:41]=[CH:42][C:37]=2[N+:36]([O-:43])=[C:35]([NH:44][CH2:45][CH2:46][CH2:47][N:48]([CH3:59])[CH2:49][CH2:50][CH2:51][NH:52][C:17]([C:10]2[CH:11]=[CH:12][CH:13]=[C:14]3[C:9]=2[N:8]=[C:7]([C:4]2[CH:3]=[CH:2][N:1]=[CH:6][CH:5]=2)[CH:16]=[CH:15]3)=[O:19])[N:34]=1, predict the reactants needed to synthesize it. (4) Given the product [ClH:34].[ClH:1].[Cl:34][C:33]1[C:28]([NH:27][C:19]2[C:18]3[C:23](=[CH:24][CH:25]=[CH:26][C:17]=3[O:16][CH:13]3[CH2:12][CH2:11][NH:10][CH2:15][CH2:14]3)[N:22]=[CH:21][N:20]=2)=[C:29]2[O:37][CH2:36][O:35][C:30]2=[CH:31][CH:32]=1, predict the reactants needed to synthesize it. The reactants are: [ClH:1].Cl.C(OC([N:10]1[CH2:15][CH2:14][CH:13]([O:16][C:17]2[CH:26]=[CH:25][CH:24]=[C:23]3[C:18]=2[C:19]([NH:27][C:28]2[C:33]([Cl:34])=[CH:32][CH:31]=[C:30]4[O:35][CH2:36][O:37][C:29]=24)=[N:20][CH:21]=[N:22]3)[CH2:12][CH2:11]1)=O)(C)(C)C.Cl. (5) Given the product [C:2]([C:7]1[S:11][C:10]([CH2:12][N:13]2[CH:17]=[CH:16][C:15]([NH:18][C:32]([C:28]3[N:29]=[CH:30][O:31][C:27]=3[C:23]3[CH:24]=[CH:25][CH:26]=[C:21]([N:20]([CH3:35])[CH3:19])[CH:22]=3)=[O:33])=[N:14]2)=[CH:9][CH:8]=1)(=[O:6])[CH3:1], predict the reactants needed to synthesize it. The reactants are: [CH3:1][C:2]1([C:7]2[S:11][C:10]([CH2:12][N:13]3[CH:17]=[CH:16][C:15]([NH2:18])=[N:14]3)=[CH:9][CH:8]=2)[O:6]CCO1.[CH3:19][N:20]([CH3:35])[C:21]1[CH:22]=[C:23]([C:27]2[O:31][CH:30]=[N:29][C:28]=2[C:32](O)=[O:33])[CH:24]=[CH:25][CH:26]=1. (6) Given the product [CH3:23][C:24]1[N:25]([C:32]2[CH:37]=[CH:36][CH:35]=[CH:34][CH:33]=2)[C:26]([CH3:31])=[CH:27][C:28]=1[CH:29]=[CH2:3], predict the reactants needed to synthesize it. The reactants are: [Br-].Br[CH2:3][P+](C1C=CC=CC=1)(C1C=CC=CC=1)C1C=CC=CC=1.[CH3:23][C:24]1[N:25]([C:32]2[CH:37]=[CH:36][CH:35]=[CH:34][CH:33]=2)[C:26]([CH3:31])=[CH:27][C:28]=1[CH:29]=O.C([O-])([O-])=O.[Na+].[Na+]. (7) Given the product [Br:23][C:6]1[CH:5]=[C:4]2[C:9](=[CH:8][CH:7]=1)[N:1]([CH:10]1[CH2:15][CH2:14][N:13]([C:16]([O:18][C:19]([CH3:22])([CH3:21])[CH3:20])=[O:17])[CH2:12][CH2:11]1)[CH2:2][CH2:3]2, predict the reactants needed to synthesize it. The reactants are: [N:1]1([CH:10]2[CH2:15][CH2:14][N:13]([C:16]([O:18][C:19]([CH3:22])([CH3:21])[CH3:20])=[O:17])[CH2:12][CH2:11]2)[C:9]2[C:4](=[CH:5][CH:6]=[CH:7][CH:8]=2)[CH2:3][CH2:2]1.[Br:23]N1C(=O)CCC1=O. (8) Given the product [CH3:8][O:9][C:10]1[C:11]([N+:16]([O-:18])=[O:17])=[CH:12][NH:13][C:14](=[O:4])[CH:15]=1, predict the reactants needed to synthesize it. The reactants are: CC(C)([O-:4])C.[K+].N.[CH3:8][O:9][C:10]1[CH:15]=[CH:14][N:13]=[CH:12][C:11]=1[N+:16]([O-:18])=[O:17].C(OO)(C)(C)C.[Cl-].[NH4+].